From a dataset of NCI-60 drug combinations with 297,098 pairs across 59 cell lines. Regression. Given two drug SMILES strings and cell line genomic features, predict the synergy score measuring deviation from expected non-interaction effect. (1) Drug 1: C1=NC2=C(N1)C(=S)N=CN2. Drug 2: CN(CCCl)CCCl.Cl. Cell line: KM12. Synergy scores: CSS=44.6, Synergy_ZIP=-10.6, Synergy_Bliss=-0.980, Synergy_Loewe=-8.40, Synergy_HSA=3.03. (2) Drug 1: C1=CN(C(=O)N=C1N)C2C(C(C(O2)CO)O)O.Cl. Drug 2: CC1CCC2CC(C(=CC=CC=CC(CC(C(=O)C(C(C(=CC(C(=O)CC(OC(=O)C3CCCCN3C(=O)C(=O)C1(O2)O)C(C)CC4CCC(C(C4)OC)OCCO)C)C)O)OC)C)C)C)OC. Cell line: OVCAR3. Synergy scores: CSS=2.94, Synergy_ZIP=-0.139, Synergy_Bliss=-2.03, Synergy_Loewe=-0.793, Synergy_HSA=-1.03. (3) Drug 1: C1=CC(=CC=C1C#N)C(C2=CC=C(C=C2)C#N)N3C=NC=N3. Drug 2: CC1C(C(CC(O1)OC2CC(CC3=C2C(=C4C(=C3O)C(=O)C5=C(C4=O)C(=CC=C5)OC)O)(C(=O)CO)O)N)O.Cl. Cell line: MDA-MB-231. Synergy scores: CSS=26.2, Synergy_ZIP=-4.40, Synergy_Bliss=-4.16, Synergy_Loewe=-9.32, Synergy_HSA=-3.76. (4) Drug 1: CC1=C(N=C(N=C1N)C(CC(=O)N)NCC(C(=O)N)N)C(=O)NC(C(C2=CN=CN2)OC3C(C(C(C(O3)CO)O)O)OC4C(C(C(C(O4)CO)O)OC(=O)N)O)C(=O)NC(C)C(C(C)C(=O)NC(C(C)O)C(=O)NCCC5=NC(=CS5)C6=NC(=CS6)C(=O)NCCC[S+](C)C)O. Drug 2: C1CNP(=O)(OC1)N(CCCl)CCCl. Cell line: MALME-3M. Synergy scores: CSS=11.3, Synergy_ZIP=-4.85, Synergy_Bliss=-1.38, Synergy_Loewe=-25.8, Synergy_HSA=-2.22. (5) Drug 1: CC1=CC2C(CCC3(C2CCC3(C(=O)C)OC(=O)C)C)C4(C1=CC(=O)CC4)C. Drug 2: CC=C1C(=O)NC(C(=O)OC2CC(=O)NC(C(=O)NC(CSSCCC=C2)C(=O)N1)C(C)C)C(C)C. Cell line: SK-OV-3. Synergy scores: CSS=27.5, Synergy_ZIP=0.302, Synergy_Bliss=1.30, Synergy_Loewe=-9.64, Synergy_HSA=1.15. (6) Drug 1: C1CCN(CC1)CCOC2=CC=C(C=C2)C(=O)C3=C(SC4=C3C=CC(=C4)O)C5=CC=C(C=C5)O. Drug 2: C1CN(P(=O)(OC1)NCCCl)CCCl. Cell line: OVCAR-5. Synergy scores: CSS=-5.35, Synergy_ZIP=0.847, Synergy_Bliss=-0.274, Synergy_Loewe=-3.77, Synergy_HSA=-2.64. (7) Drug 2: CS(=O)(=O)OCCCCOS(=O)(=O)C. Synergy scores: CSS=73.0, Synergy_ZIP=1.79, Synergy_Bliss=1.12, Synergy_Loewe=-0.501, Synergy_HSA=3.25. Drug 1: C1=NC2=C(N1)C(=S)N=CN2. Cell line: SR. (8) Cell line: HCT116. Synergy scores: CSS=58.5, Synergy_ZIP=-1.22, Synergy_Bliss=-1.23, Synergy_Loewe=-2.77, Synergy_HSA=-1.30. Drug 1: CNC(=O)C1=CC=CC=C1SC2=CC3=C(C=C2)C(=NN3)C=CC4=CC=CC=N4. Drug 2: CC12CCC3C(C1CCC2=O)CC(=C)C4=CC(=O)C=CC34C. (9) Drug 2: C1C(C(OC1N2C=NC(=NC2=O)N)CO)O. Synergy scores: CSS=43.5, Synergy_ZIP=-4.37, Synergy_Bliss=1.81, Synergy_Loewe=-2.12, Synergy_HSA=7.45. Cell line: OVCAR-8. Drug 1: C1=C(C(=O)NC(=O)N1)N(CCCl)CCCl. (10) Drug 1: CCN(CC)CCCC(C)NC1=C2C=C(C=CC2=NC3=C1C=CC(=C3)Cl)OC. Drug 2: CCC1(C2=C(COC1=O)C(=O)N3CC4=CC5=C(C=CC(=C5CN(C)C)O)N=C4C3=C2)O.Cl. Cell line: SR. Synergy scores: CSS=72.9, Synergy_ZIP=-0.819, Synergy_Bliss=-1.16, Synergy_Loewe=-1.27, Synergy_HSA=0.402.